Predict which catalyst facilitates the given reaction. From a dataset of Catalyst prediction with 721,799 reactions and 888 catalyst types from USPTO. (1) Reactant: [Cl:1][C:2]1[CH:3]=[C:4]([C:24]#[C:25][Si](C)(C)C)[CH:5]=[C:6]2[C:10]=1[C:9](=[O:11])[N:8]([CH2:12][C:13]1[CH:18]=[CH:17][C:16]([O:19][C:20]([F:23])([F:22])[F:21])=[CH:15][CH:14]=1)[CH2:7]2.C(NF)(C)(C)C.C1COCC1.O. Product: [Cl:1][C:2]1[CH:3]=[C:4]([C:24]#[CH:25])[CH:5]=[C:6]2[C:10]=1[C:9](=[O:11])[N:8]([CH2:12][C:13]1[CH:14]=[CH:15][C:16]([O:19][C:20]([F:23])([F:21])[F:22])=[CH:17][CH:18]=1)[CH2:7]2. The catalyst class is: 1. (2) Reactant: BrC1SC([C:7]([O:9][CH3:10])=[O:8])=C(NC)C=1C.[CH3:14][O-].[Na+].[Br:17][C:18]1[S:22][C:21]([C:23]([O:25]C)=O)=[C:20]([N:27]([CH3:34])[C:28](=[O:33])[C:29](F)(F)F)[C:19]=1[CH3:35]. Product: [Br:17][C:18]1[S:22][C:21]2[C:23]([OH:25])=[C:29]([C:7]([O:9][CH2:10][CH3:14])=[O:8])[C:28](=[O:33])[N:27]([CH3:34])[C:20]=2[C:19]=1[CH3:35]. The catalyst class is: 5. (3) Reactant: [CH3:1][O:2][C:3](=[O:21])[C:4]1[C:9](Cl)=[CH:8][C:7]([C:11]2[C:16]([CH2:17][CH3:18])=[CH:15][CH:14]=[CH:13][C:12]=2[CH2:19][CH3:20])=[N:6][CH:5]=1.C([O-])([O-])=O.[Na+].[Na+].[CH3:28][CH2:29]CCCC. Product: [CH3:1][O:2][C:3](=[O:21])[C:4]1[C:9]([CH2:28][CH3:29])=[CH:8][C:7]([C:11]2[C:16]([CH2:17][CH3:18])=[CH:15][CH:14]=[CH:13][C:12]=2[CH2:19][CH3:20])=[N:6][CH:5]=1. The catalyst class is: 109.